From a dataset of Full USPTO retrosynthesis dataset with 1.9M reactions from patents (1976-2016). Predict the reactants needed to synthesize the given product. (1) Given the product [CH:16]([C:15]1[C:10]2[O:9][CH2:8][C:7](=[O:19])[N:6]([CH2:5][CH2:4][C:3]([OH:20])=[O:2])[C:11]=2[CH:12]=[CH:13][CH:14]=1)([CH3:18])[CH3:17], predict the reactants needed to synthesize it. The reactants are: C[O:2][C:3](=[O:20])[CH2:4][CH2:5][N:6]1[C:11]2[CH:12]=[CH:13][CH:14]=[C:15]([CH:16]([CH3:18])[CH3:17])[C:10]=2[O:9][CH2:8][C:7]1=[O:19].[OH-].[Na+]. (2) Given the product [OH:17][C:12]1[CH:13]2[CH:9]([CH:8]3[C:7](=[O:28])[CH:14]2[CH2:15][CH2:16]3)[C:10](=[O:27])[C:11]=1[C:18]1[C:23]([CH3:24])=[CH:22][C:21]([CH3:25])=[CH:20][C:19]=1[CH3:26], predict the reactants needed to synthesize it. The reactants are: O=[O+][O-].C(=[C:7]1[CH:14]2[CH2:15][CH2:16][CH:8]1[CH:9]1[CH:13]2[C:12](=[O:17])[CH:11]([C:18]2[C:23]([CH3:24])=[CH:22][C:21]([CH3:25])=[CH:20][C:19]=2[CH3:26])[C:10]1=[O:27])(C)C.[O:28]=O.CSC.